From a dataset of Full USPTO retrosynthesis dataset with 1.9M reactions from patents (1976-2016). Predict the reactants needed to synthesize the given product. (1) Given the product [C:22]([C:21]1[CH:24]=[CH:25][C:18]([N:17]([CH2:32][C:8]2[N:9]=[C:10]([C:12]#[N:13])[O:11][CH:7]=2)[CH2:16][C:15]([F:30])([F:31])[F:14])=[CH:19][C:20]=1[C:26]([F:29])([F:27])[F:28])#[N:23], predict the reactants needed to synthesize it. The reactants are: CS(OC[C:7]1[O:11][C:10]([C:12]#[N:13])=[N:9][CH:8]=1)(=O)=O.[F:14][C:15]([F:31])([F:30])[CH2:16][NH:17][C:18]1[CH:25]=[CH:24][C:21]([C:22]#[N:23])=[C:20]([C:26]([F:29])([F:28])[F:27])[CH:19]=1.[CH3:32]S(OC)(=O)=O.C([O-])([O-])=O.[Cs+].[Cs+]. (2) Given the product [ClH:1].[CH3:23][O:24][CH2:25][CH:26]1[CH2:31][CH2:30][CH:29]([N:11]2[CH2:10][CH2:9][CH:8]([N:7]3[C:6]4[CH:14]=[C:15]([C:18]#[N:19])[CH:16]=[CH:17][C:5]=4[O:4][C:3]3=[O:2])[CH2:13][CH2:12]2)[CH2:28][CH2:27]1, predict the reactants needed to synthesize it. The reactants are: [ClH:1].[O:2]=[C:3]1[N:7]([CH:8]2[CH2:13][CH2:12][NH:11][CH2:10][CH2:9]2)[C:6]2[CH:14]=[C:15]([C:18]#[N:19])[CH:16]=[CH:17][C:5]=2[O:4]1.C([BH3-])#N.[CH3:23][O:24][CH2:25][CH:26]1[CH2:31][CH2:30][C:29](=O)[CH2:28][CH2:27]1.C(O)(=O)C. (3) The reactants are: Br[C:2]1[CH:3]=[C:4]([CH2:8][C@H:9]([NH:22][C:23](=[O:29])[O:24][C:25]([CH3:28])([CH3:27])[CH3:26])[C:10]([N:12]([C:14]2[CH:19]=[CH:18][C:17]([O:20][CH3:21])=[CH:16][CH:15]=2)[CH3:13])=[O:11])[CH:5]=[CH:6][CH:7]=1.[CH3:30][C:31]1(C)C(C)(C)OB(C=C)O1.C([O-])([O-])=O.[Na+].[Na+]. Given the product [CH3:21][O:20][C:17]1[CH:18]=[CH:19][C:14]([N:12]([CH3:13])[C:10](=[O:11])[C@@H:9]([NH:22][C:23](=[O:29])[O:24][C:25]([CH3:28])([CH3:27])[CH3:26])[CH2:8][C:4]2[CH:5]=[CH:6][CH:7]=[C:2]([CH:30]=[CH2:31])[CH:3]=2)=[CH:15][CH:16]=1, predict the reactants needed to synthesize it.